From a dataset of Full USPTO retrosynthesis dataset with 1.9M reactions from patents (1976-2016). Predict the reactants needed to synthesize the given product. (1) Given the product [C:28]([C:21]1([NH:20][C:18](=[O:19])[CH:17]([NH:13][C:5]2[C:4]3[C:8](=[CH:9][C:10]([F:11])=[C:2]([F:1])[CH:3]=3)[C:7](=[O:12])[N:6]=2)[CH2:30][CH:31]2[CH2:36][CH2:35][CH2:34][CH2:33][CH2:32]2)[CH2:26][CH2:25][N:24]([CH3:27])[CH2:23][CH2:22]1)#[N:29], predict the reactants needed to synthesize it. The reactants are: [F:1][C:2]1[CH:3]=[C:4]2[C:8](=[CH:9][C:10]=1[F:11])[C:7](=[O:12])[NH:6][C:5]2=[NH:13].Cl.Cl.N[CH:17]([CH2:30][CH:31]1[CH2:36][CH2:35][CH2:34][CH2:33][CH2:32]1)[C:18]([NH:20][C:21]1([C:28]#[N:29])[CH2:26][CH2:25][N:24]([CH3:27])[CH2:23][CH2:22]1)=[O:19]. (2) Given the product [CH2:19]([O:21][C:22]1[CH:23]=[CH:24][C:25]([CH2:26][N:27]2[C:35]3[CH:34]=[CH:33][C:32]([C:36]([N:38]4[CH2:39][CH2:40][CH:41]([CH3:44])[CH2:42][CH2:43]4)=[O:37])=[CH:31][C:30]=3[C:29]3[CH2:45][N:46]([C:2](=[NH:7])[CH3:3])[CH2:47][CH2:48][C:28]2=3)=[CH:49][CH:50]=1)[CH3:20], predict the reactants needed to synthesize it. The reactants are: Cl.[C:2](=[NH:7])(OCC)[CH3:3].C(N(C(C)C)CC)(C)C.Cl.Cl.[CH2:19]([O:21][C:22]1[CH:50]=[CH:49][C:25]([CH2:26][N:27]2[C:35]3[CH:34]=[CH:33][C:32]([C:36]([N:38]4[CH2:43][CH2:42][CH:41]([CH3:44])[CH2:40][CH2:39]4)=[O:37])=[CH:31][C:30]=3[C:29]3[CH2:45][NH:46][CH2:47][CH2:48][C:28]2=3)=[CH:24][CH:23]=1)[CH3:20]. (3) The reactants are: [N+:1]([C:4]1[N:9]=[CH:8][C:7]([N:10]2[CH2:15][CH2:14][N:13]([C:16]([C:18]3[CH:23]=[CH:22][CH:21]=[CH:20][C:19]=3[C:24]([F:27])([F:26])[F:25])=[O:17])[CH2:12][CH2:11]2)=[CH:6][CH:5]=1)([O-])=O.C1COCC1. Given the product [NH2:1][C:4]1[N:9]=[CH:8][C:7]([N:10]2[CH2:11][CH2:12][N:13]([C:16]([C:18]3[CH:23]=[CH:22][CH:21]=[CH:20][C:19]=3[C:24]([F:27])([F:26])[F:25])=[O:17])[CH2:14][CH2:15]2)=[CH:6][CH:5]=1, predict the reactants needed to synthesize it. (4) Given the product [C:1]([O:5][C:6]([N:8]([CH2:9][CH:10]1[CH2:11][CH2:12][N:13]([CH2:16][C:17]([O:19][CH2:20][CH3:21])=[O:18])[CH2:14][CH2:15]1)[CH2:24][CH3:25])=[O:7])([CH3:4])([CH3:3])[CH3:2], predict the reactants needed to synthesize it. The reactants are: [C:1]([O:5][C:6]([NH:8][CH2:9][CH:10]1[CH2:15][CH2:14][N:13]([CH2:16][C:17]([O:19][CH2:20][CH3:21])=[O:18])[CH2:12][CH2:11]1)=[O:7])([CH3:4])([CH3:3])[CH3:2].[H-].[Na+].[CH2:24](I)[CH3:25].C(O)(=O)CC(CC(O)=O)(C(O)=O)O.